From a dataset of Reaction yield outcomes from USPTO patents with 853,638 reactions. Predict the reaction yield, written as a fraction of the theoretical maximum amount of product (1.0 means a 100% yield; for example, 0.34 means a 34% yield). (1) The reactants are [Cl:1][C:2]1[CH:7]=[C:6]([N:8]2[CH2:13][CH2:12][O:11][CH2:10][CH2:9]2)[N:5]=[C:4]([CH2:14][CH2:15][CH2:16][C:17](OCC)=[O:18])[N:3]=1.[H-].C([Al+]CC(C)C)C(C)C. The catalyst is C1COCC1. The product is [Cl:1][C:2]1[CH:7]=[C:6]([N:8]2[CH2:13][CH2:12][O:11][CH2:10][CH2:9]2)[N:5]=[C:4]([CH2:14][CH2:15][CH2:16][CH2:17][OH:18])[N:3]=1. The yield is 0.790. (2) The reactants are [OH-].[Na+].[F:3][C:4]1[CH:5]=[C:6](/[CH:30]=[CH:31]/[C:32]([O:34]C)=[O:33])[CH:7]=[C:8]([F:29])[C:9]=1[C@@H:10]1[C:15]2[NH:16][C:17]3[C:22]([C:14]=2[CH2:13][C@@H:12]([CH3:23])[N:11]1[CH2:24][C:25]([F:28])([CH3:27])[CH3:26])=[CH:21][CH:20]=[CH:19][CH:18]=3.Cl.O=P12OP3(OP(OP(O3)(O1)=O)(=O)O2)=O. The catalyst is C1COCC1.CO.C(O)C.CC(C)=O.CCCCCCC. The product is [F:29][C:8]1[CH:7]=[C:6](/[CH:30]=[CH:31]/[C:32]([OH:34])=[O:33])[CH:5]=[C:4]([F:3])[C:9]=1[C@@H:10]1[C:15]2[NH:16][C:17]3[C:22]([C:14]=2[CH2:13][C@@H:12]([CH3:23])[N:11]1[CH2:24][C:25]([F:28])([CH3:27])[CH3:26])=[CH:21][CH:20]=[CH:19][CH:18]=3. The yield is 0.890.